From a dataset of Full USPTO retrosynthesis dataset with 1.9M reactions from patents (1976-2016). Predict the reactants needed to synthesize the given product. (1) Given the product [CH3:6][O:7][C:8]1[CH:9]=[C:10]([CH:13]=[CH:14][CH:15]=1)[CH2:11][NH:12][S:2]([CH3:1])(=[O:4])=[O:3], predict the reactants needed to synthesize it. The reactants are: [CH3:1][S:2](Cl)(=[O:4])=[O:3].[CH3:6][O:7][C:8]1[CH:9]=[C:10]([CH:13]=[CH:14][CH:15]=1)[CH2:11][NH2:12].C(N(CC)CC)C. (2) Given the product [C:1]([O:11][C:2]([CH3:10])([CH3:3])[CH3:1])(=[O:18])[C:2]1[CH:10]=[CH:9][C:5]([C:6]([O:17][C:13]([CH3:16])([CH3:15])[CH3:14])=[O:7])=[CH:4][CH:3]=1, predict the reactants needed to synthesize it. The reactants are: [C:1](Cl)(=[O:11])[C:2]1[CH:10]=[CH:9][C:5]([C:6](Cl)=[O:7])=[CH:4][CH:3]=1.[C:13]([OH:17])([CH3:16])([CH3:15])[CH3:14].[OH2:18].Cl. (3) Given the product [N:1]1([C:7]2[CH:8]=[CH:9][C:10]3[N:11]([C:13]([C:16]4[CH:17]=[C:18]([CH:22]=[CH:23][CH:24]=4)[C:19]([NH2:26])=[O:21])=[N:14][N:15]=3)[N:12]=2)[CH2:2][CH2:3][CH2:4][CH2:5][CH2:6]1, predict the reactants needed to synthesize it. The reactants are: [N:1]1([C:7]2[CH:8]=[CH:9][C:10]3[N:11]([C:13]([C:16]4[CH:17]=[C:18]([CH:22]=[CH:23][CH:24]=4)[C:19]([OH:21])=O)=[N:14][N:15]=3)[N:12]=2)[CH2:6][CH2:5][CH2:4][CH2:3][CH2:2]1.C[N:26](C=O)C.C(Cl)(=O)C(Cl)=O.N. (4) Given the product [CH:1]1[CH:10]=[N:9][C:8]2[C:3](=[C:4]([N+:12]([O-:14])=[O:13])[CH:5]=[CH:6][C:7]=2[OH:11])[CH:2]=1.[CH2:15]([NH:17][CH2:18][CH3:19])[CH3:16], predict the reactants needed to synthesize it. The reactants are: [CH:1]1[CH:10]=[N:9][C:8]2[C:3](=[C:4]([N+:12]([O-:14])=[O:13])[CH:5]=[CH:6][C:7]=2[OH:11])[CH:2]=1.[CH2:15]([NH:17][CH2:18][CH3:19])[CH3:16]. (5) Given the product [CH:16]12[CH2:17][CH:18]([CH2:19][CH2:20]1)[CH2:14][CH:15]2[NH:1][C@H:2]1[CH2:6][CH2:5][N:4]([C:7]([O:9][C:10]([CH3:13])([CH3:12])[CH3:11])=[O:8])[CH2:3]1, predict the reactants needed to synthesize it. The reactants are: [NH2:1][C@H:2]1[CH2:6][CH2:5][N:4]([C:7]([O:9][C:10]([CH3:13])([CH3:12])[CH3:11])=[O:8])[CH2:3]1.[CH2:14]1[CH:18]2[CH2:19][C:20](=O)[CH:16]([CH2:17]2)[CH2:15]1. (6) Given the product [CH3:52][C:42]([CH3:43])([CH2:47][NH:32][C:29]([CH2:30][C@@H:8]1[CH2:26][CH2:25][C@:11]2([O:15][C:14]3([CH:16]4[CH2:17][CH:18]5[CH2:24][CH:22]([CH2:23]4)[CH2:21][CH:20]3[CH2:19]5)[O:13][O:12]2)[CH2:10][CH2:9]1)=[O:31])[NH2:55], predict the reactants needed to synthesize it. The reactants are: C1C([C@@H:8]2[CH2:26][CH2:25][C@@:11]3([O:15][C@:14]4([CH:20]5[CH2:21][CH:22]6[CH2:24][CH:18]([CH2:19]5)[CH2:17][CH:16]4[CH2:23]6)[O:13][O:12]3)[CH2:10][CH2:9]2)=CC=C(O)C=1.[OH-].[Na+].[C:29]([N:32]1CCN(CCCl)CC1)(=[O:31])[CH3:30].O.[C:42]1([CH3:52])[CH:47]=CC(S(O)(=O)=O)=C[CH:43]=1.C(#[N:55])C.